From a dataset of Peptide-MHC class I binding affinity with 185,985 pairs from IEDB/IMGT. Regression. Given a peptide amino acid sequence and an MHC pseudo amino acid sequence, predict their binding affinity value. This is MHC class I binding data. (1) The peptide sequence is YTFTSLFSL. The MHC is HLA-C04:01 with pseudo-sequence HLA-C04:01. The binding affinity (normalized) is 0.213. (2) The peptide sequence is RRYTRRISL. The MHC is HLA-B57:01 with pseudo-sequence HLA-B57:01. The binding affinity (normalized) is 0.0847. (3) The binding affinity (normalized) is 0.192. The peptide sequence is VIEEVMNIV. The MHC is HLA-A02:01 with pseudo-sequence HLA-A02:01. (4) The peptide sequence is EYKTLCDMI. The MHC is HLA-A02:01 with pseudo-sequence HLA-A02:01. The binding affinity (normalized) is 0. (5) The peptide sequence is MSIVSSLHL. The MHC is HLA-A32:01 with pseudo-sequence HLA-A32:01. The binding affinity (normalized) is 0.0283. (6) The peptide sequence is YQAENSTAE. The MHC is HLA-A26:01 with pseudo-sequence HLA-A26:01. The binding affinity (normalized) is 0.0847. (7) The binding affinity (normalized) is 0.0847. The MHC is HLA-B27:05 with pseudo-sequence HLA-B27:05. The peptide sequence is TPRIANRLL.